From a dataset of Peptide-MHC class I binding affinity with 185,985 pairs from IEDB/IMGT. Regression. Given a peptide amino acid sequence and an MHC pseudo amino acid sequence, predict their binding affinity value. This is MHC class I binding data. (1) The peptide sequence is VMSELFDTL. The MHC is HLA-B40:01 with pseudo-sequence HLA-B40:01. The binding affinity (normalized) is 0.0847. (2) The peptide sequence is FSDVSHWWQ. The MHC is HLA-B15:17 with pseudo-sequence HLA-B15:17. The binding affinity (normalized) is 0.0847.